From a dataset of Reaction yield outcomes from USPTO patents with 853,638 reactions. Predict the reaction yield, written as a fraction of the theoretical maximum amount of product (1.0 means a 100% yield; for example, 0.34 means a 34% yield). (1) The reactants are [C:1](Cl)(=[O:9])[O:2][C:3]1[CH:8]=[CH:7][CH:6]=[CH:5][CH:4]=1.N1C=CC=CC=1.[CH3:17][N:18]1[CH:26]=[C:25]2[C:20]([CH:21]=[CH:22][C:23]([NH2:27])=[CH:24]2)=[N:19]1. The catalyst is ClCCl. The product is [CH3:17][N:18]1[CH:26]=[C:25]2[C:20]([CH:21]=[CH:22][C:23]([NH:27][C:1](=[O:9])[O:2][C:3]3[CH:8]=[CH:7][CH:6]=[CH:5][CH:4]=3)=[CH:24]2)=[N:19]1. The yield is 0.709. (2) The reactants are C(O[C:4]([C:6]1[N:10]2[N:11]=[C:12](Cl)[CH:13]=[CH:14][C:9]2=[N:8][CH:7]=1)=[O:5])C.[Cl:16][C:17]1[CH:18]=[C:19]([CH:22]=[CH:23][C:24]=1[Cl:25])[CH2:20][NH2:21]. The catalyst is O. The product is [Cl:16][C:17]1[CH:18]=[C:19]([CH:22]=[CH:23][C:24]=1[Cl:25])[CH2:20][NH:21][C:4]([C:6]1[N:10]2[N:11]=[C:12]([NH:21][CH2:20][C:19]3[CH:22]=[CH:23][C:24]([Cl:25])=[C:17]([Cl:16])[CH:18]=3)[CH:13]=[CH:14][C:9]2=[N:8][CH:7]=1)=[O:5]. The yield is 0.160.